This data is from Catalyst prediction with 721,799 reactions and 888 catalyst types from USPTO. The task is: Predict which catalyst facilitates the given reaction. Reactant: [CH:1]1[CH:6]=[CH:5][C:4]([C@@H:7]([OH:13])[C@H:8]([NH2:12])[C:9]([OH:11])=[O:10])=[CH:3][CH:2]=1.[OH-].[Na+].C=O.[CH3:18][O:19][C:20]1[CH:21]=[C:22]([CH:26]=[C:27]([O:31][CH3:32])[C:28]=1[O:29][CH3:30])[C:23](Cl)=[O:24].[C:33](=O)(O)[O-].[Na+]. Product: [C:4]1([CH:7]2[O:13][CH2:33][N:12]([C:23](=[O:24])[C:22]3[CH:21]=[C:20]([O:19][CH3:18])[C:28]([O:29][CH3:30])=[C:27]([O:31][CH3:32])[CH:26]=3)[CH:8]2[C:9]([OH:11])=[O:10])[CH:3]=[CH:2][CH:1]=[CH:6][CH:5]=1. The catalyst class is: 21.